Predict the reaction yield, written as a fraction of the theoretical maximum amount of product (1.0 means a 100% yield; for example, 0.34 means a 34% yield). From a dataset of Reaction yield outcomes from USPTO patents with 853,638 reactions. (1) The reactants are [CH3:1][C:2]1[O:6][C:5]([CH2:7][NH:8][C:9]2[CH:18]=[CH:17][C:16]3[C:15]([C:19]#[N:20])=[CH:14][CH:13]=[CH:12][C:11]=3[N:10]=2)=[CH:4][CH:3]=1. The catalyst is CO.N. The product is [NH2:20][CH2:19][C:15]1[CH:14]=[CH:13][CH:12]=[C:11]2[C:16]=1[CH:17]=[CH:18][C:9]([NH:8][CH2:7][C:5]1[O:6][C:2]([CH3:1])=[CH:3][CH:4]=1)=[N:10]2. The yield is 0.980. (2) The reactants are [C:1]([C:4]1[CH:26]=[CH:25][C:7]([C:8]([NH:10][C:11]2[CH:16]=[CH:15][CH:14]=[CH:13][C:12]=2[NH:17][C:18](=[O:24])[O:19][C:20]([CH3:23])([CH3:22])[CH3:21])=[O:9])=[CH:6][CH:5]=1)(=[O:3])[CH3:2].[Cl:27][C:28]1[CH:35]=[CH:34][CH:33]=[C:32]([Cl:36])[C:29]=1[CH:30]=O.[OH-].[Na+]. The catalyst is CO. The product is [Cl:27][C:28]1[CH:35]=[CH:34][CH:33]=[C:32]([Cl:36])[C:29]=1[CH:30]=[CH:2][C:1]([C:4]1[CH:26]=[CH:25][C:7]([C:8]([NH:10][C:11]2[CH:16]=[CH:15][CH:14]=[CH:13][C:12]=2[NH:17][C:18](=[O:24])[O:19][C:20]([CH3:21])([CH3:22])[CH3:23])=[O:9])=[CH:6][CH:5]=1)=[O:3]. The yield is 0.850. (3) The reactants are [OH:1][CH2:2][C@H:3]1[CH2:14][CH2:13][C:12]2[S:11][C:10]3[N:9]=[CH:8][N:7]=[C:6]([O:15][CH:16]4[CH2:21][CH2:20][C:19](=[O:22])[CH2:18][CH2:17]4)[C:5]=3[C:4]1=2.[CH3:23][S:24](Cl)(=[O:26])=[O:25].C(N(CC)CC)C. The catalyst is C(Cl)Cl. The product is [CH3:23][S:24]([O:1][CH2:2][C@H:3]1[CH2:14][CH2:13][C:12]2[S:11][C:10]3[N:9]=[CH:8][N:7]=[C:6]([O:15][CH:16]4[CH2:21][CH2:20][C:19](=[O:22])[CH2:18][CH2:17]4)[C:5]=3[C:4]1=2)(=[O:26])=[O:25]. The yield is 0.890. (4) The reactants are [CH2:1]([OH:9])[CH2:2][CH2:3][CH2:4][CH2:5][CH2:6][CH2:7][CH3:8].CC(C)([O-])C.[K+].F[C:17]1[CH:25]=[CH:24][C:20]([C:21]([OH:23])=[O:22])=[CH:19][C:18]=1[C:26]([F:29])([F:28])[F:27]. The yield is 1.11. The product is [CH2:1]([O:9][C:17]1[CH:25]=[CH:24][C:20]([C:21]([OH:23])=[O:22])=[CH:19][C:18]=1[C:26]([F:27])([F:29])[F:28])[CH2:2][CH2:3][CH2:4][CH2:5][CH2:6][CH2:7][CH3:8]. The catalyst is C1COCC1. (5) The reactants are [OH:1][N:2]=[C:3]([C:5]1[C:9]([NH:10][CH2:11][CH2:12][O:13][CH3:14])=[N:8][O:7][N:6]=1)N.[ClH:15].[Cl-].[Na+].N([O-])=O.[Na+]. The catalyst is C(OCC)(=O)C.O. The product is [OH:1][N:2]=[C:3]([Cl:15])[C:5]1[C:9]([NH:10][CH2:11][CH2:12][O:13][CH3:14])=[N:8][O:7][N:6]=1. The yield is 1.26.